This data is from Reaction yield outcomes from USPTO patents with 853,638 reactions. The task is: Predict the reaction yield, written as a fraction of the theoretical maximum amount of product (1.0 means a 100% yield; for example, 0.34 means a 34% yield). (1) The yield is 0.390. The reactants are [N:1]1([C:7]2[C:12]3[CH:13]=[CH:14][O:15][C:11]=3[CH:10]=[CH:9][N:8]=2)[CH2:6][CH2:5][NH:4][CH2:3][CH2:2]1.C(O)(=O)C.[H][H]. The catalyst is CO.[Pd]. The product is [N:1]1([C:7]2[C:12]3[CH2:13][CH2:14][O:15][C:11]=3[CH:10]=[CH:9][N:8]=2)[CH2:2][CH2:3][NH:4][CH2:5][CH2:6]1. (2) The reactants are [CH3:1][S:2]([NH:5][C:6]1[C:7]([CH3:12])=[N:8][CH:9]=[CH:10][CH:11]=1)(=[O:4])=[O:3].O.[Se](=O)=[O:15]. The catalyst is O1CCOCC1. The product is [CH3:1][S:2]([NH:5][C:6]1[C:7]([CH:12]=[O:15])=[N:8][CH:9]=[CH:10][CH:11]=1)(=[O:3])=[O:4]. The yield is 0.830. (3) The product is [CH3:1][N:2]1[C:6]([B:16]2[O:20][C:19]([CH3:22])([CH3:21])[C:18]([CH3:24])([CH3:23])[O:17]2)=[CH:5][CH:4]=[N:3]1. The reactants are [CH3:1][N:2]1[CH:6]=[CH:5][CH:4]=[N:3]1.[Li]CCCC.C(O[B:16]1[O:20][C:19]([CH3:22])([CH3:21])[C:18]([CH3:24])([CH3:23])[O:17]1)(C)C. The yield is 0.770. The catalyst is C1COCC1.[NH4+].[Cl-]. (4) The reactants are [NH2:1][C:2]1[NH:6][N:5]=[CH:4][C:3]=1[C:7]([O:9][CH2:10][CH3:11])=[O:8].[O:12]1[C:16]2[CH:17]=[CH:18][C:19]([C:21](=O)[CH2:22][C:23](OCC)=[O:24])=[CH:20][C:15]=2[O:14][CH2:13]1.CC1C=CC(S(O)(=O)=O)=CC=1. The catalyst is CCCCO. The product is [O:12]1[C:16]2[CH:17]=[CH:18][C:19]([C:21]3[NH:1][C:2]4[N:6]([N:5]=[CH:4][C:3]=4[C:7]([O:9][CH2:10][CH3:11])=[O:8])[C:23](=[O:24])[CH:22]=3)=[CH:20][C:15]=2[O:14][CH2:13]1. The yield is 0.850.